From a dataset of Catalyst prediction with 721,799 reactions and 888 catalyst types from USPTO. Predict which catalyst facilitates the given reaction. Reactant: Cl[C:2]1[N:9]=[C:8]([C:10]2[CH:15]=[CH:14][CH:13]=[C:12]([F:16])[CH:11]=2)[C:7]([C:17]2[CH:22]=[CH:21][N:20]=[CH:19][N:18]=2)=[CH:6][C:3]=1[C:4]#[N:5].O.[NH2:24][NH2:25]. Product: [F:16][C:12]1[CH:11]=[C:10]([C:8]2[N:9]=[C:2]3[NH:24][N:25]=[C:4]([NH2:5])[C:3]3=[CH:6][C:7]=2[C:17]2[CH:22]=[CH:21][N:20]=[CH:19][N:18]=2)[CH:15]=[CH:14][CH:13]=1. The catalyst class is: 8.